Dataset: Full USPTO retrosynthesis dataset with 1.9M reactions from patents (1976-2016). Task: Predict the reactants needed to synthesize the given product. (1) Given the product [CH3:52][C:47]([C:38]([O:53][CH2:54][CH2:7][O:10][C:16]([C:21]([CH3:20])=[CH2:23])=[O:22])=[O:37])=[CH2:48].[CH3:52][C:47]([C:38]([O:53][CH2:25][CH:24]1[O:35][CH2:23]1)=[O:37])=[CH2:48], predict the reactants needed to synthesize it. The reactants are: CC(NC)CC1C=C[C:7]2[O:10]CCOC=2C=1.[CH:16]1([OH:22])[CH2:21][CH2:20]CCC1.[CH2:23]([OH:35])[CH2:24][CH2:25]CCCCCCCCC.C[O:37][C:38]([O:53][CH3:54])([C:47]1[CH:52]=CC=C[CH:48]=1)C(C1C=CC=CC=1)=O. (2) The reactants are: Cl[C:2]1[CH:3]=[CH:4][C:5]([N+:9]([O-:11])=[O:10])=[C:6]([CH:8]=1)[NH2:7].C(=O)([O-])[O-].[K+].[K+].[CH3:18][C@H:19]1[CH2:24][NH:23][CH2:22][C@@H:21]([CH3:25])[NH:20]1. Given the product [CH3:18][C@H:19]1[NH:20][C@@H:21]([CH3:25])[CH2:22][N:23]([C:2]2[CH:3]=[CH:4][C:5]([N+:9]([O-:11])=[O:10])=[C:6]([CH:8]=2)[NH2:7])[CH2:24]1, predict the reactants needed to synthesize it.